Dataset: Catalyst prediction with 721,799 reactions and 888 catalyst types from USPTO. Task: Predict which catalyst facilitates the given reaction. (1) Reactant: C[O:2][C:3](=O)[CH2:4][C:5]1[S:9][C:8]([NH:10][C:11]([NH:13][C:14]2[CH:19]=[CH:18][CH:17]=[C:16]([C:20]([F:23])([F:22])[F:21])[CH:15]=2)=[O:12])=[N:7][CH:6]=1.[H-].[Al+3].[Li+].[H-].[H-].[H-]. Product: [OH:2][CH2:3][CH2:4][C:5]1[S:9][C:8]([NH:10][C:11]([NH:13][C:14]2[CH:19]=[CH:18][CH:17]=[C:16]([C:20]([F:22])([F:23])[F:21])[CH:15]=2)=[O:12])=[N:7][CH:6]=1. The catalyst class is: 1. (2) Reactant: [CH3:1][C:2]1[CH:9]=[CH:8][CH:7]=[CH:6][C:3]=1[CH:4]=O.[CH3:10][C:11]([CH3:13])=[O:12].[OH-].[Na+].O. Product: [CH3:1][C:2]1[CH:9]=[CH:8][CH:7]=[CH:6][C:3]=1[CH:4]=[CH:10][C:11](=[O:12])[CH:13]=[CH:1][C:2]1[CH:9]=[CH:8][CH:7]=[CH:6][C:3]=1[CH3:4]. The catalyst class is: 8. (3) Reactant: F[P-](F)(F)(F)(F)F.N1(OC(N(C)C)=[N+](C)C)C2N=CC=CC=2N=N1.[CH3:25][C:26]1[CH:31]=[C:30]([C:32]2[C:40]3[C:35](=[CH:36][CH:37]=[C:38]([C:41](O)=[O:42])[CH:39]=3)[N:34]([C:44]([C:57]3[CH:62]=[CH:61][CH:60]=[CH:59][CH:58]=3)([C:51]3[CH:56]=[CH:55][CH:54]=[CH:53][CH:52]=3)[C:45]3[CH:50]=[CH:49][CH:48]=[CH:47][CH:46]=3)[N:33]=2)[CH:29]=[CH:28][N:27]=1.[N:63]1([CH2:72][C:73]2([OH:80])[CH2:78][CH2:77][CH2:76][CH:75]([NH2:79])[CH2:74]2)[C:71]2[C:66](=[CH:67][CH:68]=[CH:69][CH:70]=2)[CH:65]=[N:64]1.C(N(C(C)C)CC)(C)C. Product: [N:63]1([CH2:72][C:73]2([OH:80])[CH2:78][CH2:77][CH2:76][C@@H:75]([NH:79][C:41]([C:38]3[CH:39]=[C:40]4[C:35](=[CH:36][CH:37]=3)[N:34]([C:44]([C:45]3[CH:46]=[CH:47][CH:48]=[CH:49][CH:50]=3)([C:51]3[CH:56]=[CH:55][CH:54]=[CH:53][CH:52]=3)[C:57]3[CH:58]=[CH:59][CH:60]=[CH:61][CH:62]=3)[N:33]=[C:32]4[C:30]3[CH:29]=[CH:28][N:27]=[C:26]([CH3:25])[CH:31]=3)=[O:42])[CH2:74]2)[C:71]2[C:66](=[CH:67][CH:68]=[CH:69][CH:70]=2)[CH:65]=[N:64]1. The catalyst class is: 3. (4) Reactant: [C:1]([OH:8])(=[O:7])/[CH:2]=[CH:3]/[C:4]([OH:6])=[O:5].[S:9]1[CH:13]=[CH:12][C:11]2[C:14]([N:18]3[CH2:23][CH2:22][N:21]([CH2:24][CH2:25][CH2:26][O:27][C:28]4[CH:37]=[C:36]5[C:31]([CH2:32][CH2:33][N:34]([CH3:39])[C:35]5=[O:38])=[CH:30][CH:29]=4)[CH2:20][CH2:19]3)=[CH:15][CH:16]=[CH:17][C:10]1=2. Product: [C:1]([OH:8])(=[O:7])/[CH:2]=[CH:3]/[C:4]([OH:6])=[O:5].[S:9]1[CH:13]=[CH:12][C:11]2[C:14]([N:18]3[CH2:19][CH2:20][N:21]([CH2:24][CH2:25][CH2:26][O:27][C:28]4[CH:37]=[C:36]5[C:31]([CH2:32][CH2:33][N:34]([CH3:39])[C:35]5=[O:38])=[CH:30][CH:29]=4)[CH2:22][CH2:23]3)=[CH:15][CH:16]=[CH:17][C:10]1=2. The catalyst class is: 8. (5) Reactant: CN(C(ON1N=NC2C=CC=NC1=2)=[N+](C)C)C.F[P-](F)(F)(F)(F)F.[CH3:25][C:26]1[O:27][C:28]([C:32]([OH:34])=O)=[C:29]([CH3:31])[N:30]=1.CCN(C(C)C)C(C)C.[Si]([O:51][C:52]1[CH:53]=[N:54][C:55]2[N:56]([CH:58]=[C:59]([C:61]3[CH:62]=[C:63]([CH:65]=[CH:66][C:67]=3[F:68])[NH2:64])[N:60]=2)[CH:57]=1)(C(C)(C)C)(C)C. Product: [F:68][C:67]1[CH:66]=[CH:65][C:63]([NH:64][C:32]([C:28]2[O:27][C:26]([CH3:25])=[N:30][C:29]=2[CH3:31])=[O:34])=[CH:62][C:61]=1[C:59]1[N:60]=[C:55]2[N:54]=[CH:53][C:52]([OH:51])=[CH:57][N:56]2[CH:58]=1. The catalyst class is: 3. (6) Reactant: [C:1]([O:7][CH2:8][CH2:9][NH:10][C:11]([C@@H:13]([CH2:22][CH:23]=[CH2:24])[CH2:14][C:15]([O:17]C(C)(C)C)=O)=[O:12])(=[O:6])[CH2:2][CH2:3]C=C.O=C1[C@H](CC(OC(C)(C)C)=O)CC=CCCC(=O)OCCN1.FC(F)(F)C(O)=O.O=C1[C@H](CC(O)=O)CC=CCCC(=O)OCCN1.[Cl:72][C:73]1[CH:78]=[CH:77][C:76]([CH2:79][NH2:80])=[CH:75][CH:74]=1. Product: [Cl:72][C:73]1[CH:78]=[CH:77][C:76]([CH2:79][NH:80][C:15](=[O:17])[CH2:14][C@@H:13]2[CH2:22][CH:23]=[CH:24][CH2:3][CH2:2][C:1](=[O:6])[O:7][CH2:8][CH2:9][NH:10][C:11]2=[O:12])=[CH:75][CH:74]=1. The catalyst class is: 512. (7) Reactant: [CH3:1][C:2]1[CH:28]=[CH:27][CH:26]=[C:25]([CH3:29])[C:3]=1[CH2:4][C:5]1[CH:6]=[C:7]([CH:22]=[CH:23][CH:24]=1)[CH2:8][O:9][C:10]1[CH:15]=[CH:14][C:13]([CH2:16][CH2:17][C:18]([O:20]C)=[O:19])=[CH:12][CH:11]=1.[OH-].[Na+]. Product: [CH3:1][C:2]1[CH:28]=[CH:27][CH:26]=[C:25]([CH3:29])[C:3]=1[CH2:4][C:5]1[CH:6]=[C:7]([CH:22]=[CH:23][CH:24]=1)[CH2:8][O:9][C:10]1[CH:15]=[CH:14][C:13]([CH2:16][CH2:17][C:18]([OH:20])=[O:19])=[CH:12][CH:11]=1. The catalyst class is: 8.